Task: Regression. Given a peptide amino acid sequence and an MHC pseudo amino acid sequence, predict their binding affinity value. This is MHC class I binding data.. Dataset: Peptide-MHC class I binding affinity with 185,985 pairs from IEDB/IMGT (1) The peptide sequence is AGGWVLWKV. The MHC is HLA-B46:01 with pseudo-sequence HLA-B46:01. The binding affinity (normalized) is 0.0847. (2) The peptide sequence is YLPTQQDVL. The MHC is HLA-A02:06 with pseudo-sequence HLA-A02:06. The binding affinity (normalized) is 0. (3) The peptide sequence is DLAIQQLQNL. The MHC is Mamu-A07 with pseudo-sequence Mamu-A07. The binding affinity (normalized) is 0. (4) The peptide sequence is SMRSRARHI. The MHC is HLA-A03:01 with pseudo-sequence HLA-A03:01. The binding affinity (normalized) is 0.0847. (5) The peptide sequence is HLDELTTTL. The MHC is HLA-B08:01 with pseudo-sequence HLA-B08:01. The binding affinity (normalized) is 0.213. (6) The peptide sequence is QAFTFSPTY. The MHC is Patr-A0301 with pseudo-sequence Patr-A0301. The binding affinity (normalized) is 0.483. (7) The peptide sequence is KAFKSLKDLW. The MHC is Mamu-B17 with pseudo-sequence Mamu-B17. The binding affinity (normalized) is 0.770. (8) The peptide sequence is PAEMLANID. The MHC is HLA-A24:02 with pseudo-sequence HLA-A24:02. The binding affinity (normalized) is 0. (9) The peptide sequence is KTRMEDYYL. The binding affinity (normalized) is 0.0847. The MHC is HLA-B27:03 with pseudo-sequence HLA-B27:03.